Dataset: CYP2D6 inhibition data for predicting drug metabolism from PubChem BioAssay. Task: Regression/Classification. Given a drug SMILES string, predict its absorption, distribution, metabolism, or excretion properties. Task type varies by dataset: regression for continuous measurements (e.g., permeability, clearance, half-life) or binary classification for categorical outcomes (e.g., BBB penetration, CYP inhibition). Dataset: cyp2d6_veith. (1) The molecule is CN(C)c1ncnc2ccc(-c3ccoc3)cc12. The result is 1 (inhibitor). (2) The drug is O=c1[nH]c2cc(Cl)ccc2c(O)c1-c1cccc(Oc2ccccc2)c1. The result is 1 (inhibitor). (3) The result is 0 (non-inhibitor). The compound is COC(=O)C/C=C\[C@@H](C)[C@H]1C=C[C@H](O)[C@@H](CO)O1. (4) The molecule is Nc1ncnc2c1ncn2[C@@H]1O[C@H]2COP(=O)(O)O[C@@H]2[C@@H]1O. The result is 0 (non-inhibitor). (5) The compound is CCCCCCC(=O)Nc1ccc(C(=O)N/N=C/c2cccnc2)cc1. The result is 0 (non-inhibitor). (6) The drug is COc1ccc(-c2nc3cnc(N(C)C)nc3n(CCC#N)c2=O)cc1. The result is 0 (non-inhibitor). (7) The compound is N#Cc1ccc(CN2CCC3(CC2)CCN(C(=O)c2cnccn2)CC3)cc1. The result is 1 (inhibitor).